Task: Predict the reactants needed to synthesize the given product.. Dataset: Full USPTO retrosynthesis dataset with 1.9M reactions from patents (1976-2016) (1) Given the product [CH3:25][O:24][CH2:23][CH2:22][O:21][C:16]1[CH:15]=[C:14]2[C:19]([C:20]3[C:8]([C:4]4[CH:5]=[CH:6][CH:7]=[C:2]([N:1]5[C:37](=[O:39])[C:32]6[N:33]=[CH:34][CH:35]=[CH:36][C:31]=6[N:30]=[CH:40]5)[C:3]=4[CH3:29])=[CH:9][N:10]=[C:11]([C:26]([NH2:28])=[O:27])[C:12]=3[NH:13]2)=[CH:18][CH:17]=1, predict the reactants needed to synthesize it. The reactants are: [NH2:1][C:2]1[C:3]([CH3:29])=[C:4]([C:8]2[C:20]3[C:19]4[C:14](=[CH:15][C:16]([O:21][CH2:22][CH2:23][O:24][CH3:25])=[CH:17][CH:18]=4)[NH:13][C:12]=3[C:11]([C:26]([NH2:28])=[O:27])=[N:10][CH:9]=2)[CH:5]=[CH:6][CH:7]=1.[NH2:30][C:31]1[C:32]([C:37]([OH:39])=O)=[N:33][CH:34]=[CH:35][CH:36]=1.[CH3:40]OC(OC)OC.[N+](O[La](O[N+]([O-])=O)O[N+]([O-])=O)([O-])=O. (2) The reactants are: [CH2:1]([C:5]1[N:6]=[C:7]([NH:21][CH2:22][C:23]2[CH:28]=[CH:27][C:26]([O:29][CH3:30])=[C:25]([O:31][CH3:32])[CH:24]=2)[C:8]2[NH:13][N:12]=[C:11]([C:14]#[C:15][CH2:16][CH2:17][CH2:18][CH2:19]Cl)[C:9]=2[N:10]=1)[CH2:2][CH2:3][CH3:4].Cl.[F:34][C@@H:35]1[CH2:39][CH2:38][NH:37][CH2:36]1. Given the product [CH2:1]([C:5]1[N:6]=[C:7]([NH:21][CH2:22][C:23]2[CH:28]=[CH:27][C:26]([O:29][CH3:30])=[C:25]([O:31][CH3:32])[CH:24]=2)[C:8]2[NH:13][N:12]=[C:11]([CH2:14][CH2:15][CH2:16][CH2:17][CH2:18][CH2:19][N:37]3[CH2:38][CH2:39][C@@H:35]([F:34])[CH2:36]3)[C:9]=2[N:10]=1)[CH2:2][CH2:3][CH3:4], predict the reactants needed to synthesize it. (3) The reactants are: FC(F)(F)C(O)=O.CC(OC([NH:15][CH2:16][CH2:17][C:18]1[C:23]([CH3:24])=[C:22]([O:25][CH3:26])[CH:21]=[CH:20][C:19]=1/[CH:27]=[CH:28]/[C:29]([O:31][CH2:32][CH2:33][CH2:34][CH3:35])=[O:30])=O)(C)C. Given the product [CH2:32]([O:31][C:29](=[O:30])[CH2:28][CH:27]1[C:19]2[C:18](=[C:23]([CH3:24])[C:22]([O:25][CH3:26])=[CH:21][CH:20]=2)[CH2:17][CH2:16][NH:15]1)[CH2:33][CH2:34][CH3:35], predict the reactants needed to synthesize it. (4) Given the product [Si:1]([O:8][C@@H:9]([CH3:30])[C@@H:10]([OH:29])[CH2:11][CH2:12][C:13]1[C:18]2[N:19]=[C:20]([C:22]3[CH:23]=[CH:24][C:25]([Cl:28])=[CH:26][CH:27]=3)[O:21][C:17]=2[CH:16]=[CH:15][CH:14]=1)([C:4]([CH3:7])([CH3:5])[CH3:6])([CH3:3])[CH3:2], predict the reactants needed to synthesize it. The reactants are: [Si:1]([O:8][C@@H:9]([CH3:30])[C@@H:10]([OH:29])[CH:11]=[CH:12][C:13]1[C:18]2[N:19]=[C:20]([C:22]3[CH:27]=[CH:26][C:25]([Cl:28])=[CH:24][CH:23]=3)[O:21][C:17]=2[CH:16]=[CH:15][CH:14]=1)([C:4]([CH3:7])([CH3:6])[CH3:5])([CH3:3])[CH3:2]. (5) Given the product [C:8]1([C:14]2[CH:15]=[CH:16][CH:17]=[CH:18][CH:19]=2)[C:13]([CH:1]=[O:2])=[CH:12][CH:11]=[CH:10][CH:9]=1, predict the reactants needed to synthesize it. The reactants are: [CH2:1]=[O:2].S(=O)(=O)(O)O.[C:8]1([C:14]2[CH:19]=[CH:18][CH:17]=[CH:16][CH:15]=2)[CH:13]=[CH:12][CH:11]=[CH:10][CH:9]=1.C(C1C=CC=CC=1)C. (6) Given the product [CH:12]1([NH:19][C:2]2[N:7]3[N:8]=[C:9]([NH2:11])[N:10]=[C:6]3[CH:5]=[CH:4][CH:3]=2)[CH2:18][CH2:17][CH2:16][CH2:15][CH2:14][CH2:13]1, predict the reactants needed to synthesize it. The reactants are: Cl[C:2]1[N:7]2[N:8]=[C:9]([NH2:11])[N:10]=[C:6]2[CH:5]=[CH:4][CH:3]=1.[CH:12]1([NH2:19])[CH2:18][CH2:17][CH2:16][CH2:15][CH2:14][CH2:13]1. (7) Given the product [Cl:15][CH2:2][C:3]1[C:8]([OH:9])=[C:7]([CH2:17][Cl:19])[CH:6]=[C:5]([CH3:12])[CH:4]=1, predict the reactants needed to synthesize it. The reactants are: O[CH2:2][C:3]1[C:8]([OH:9])=[C:7](CO)[CH:6]=[C:5]([CH3:12])[CH:4]=1.O=S(Cl)[Cl:15].[CH2:17]([Cl:19])Cl.